From a dataset of Experimentally validated miRNA-target interactions with 360,000+ pairs, plus equal number of negative samples. Binary Classification. Given a miRNA mature sequence and a target amino acid sequence, predict their likelihood of interaction. (1) The miRNA is mmu-miR-466e-3p with sequence UAUACAUACACGCACACAUAAGA. The protein sequence of the target gene is MDKILEGLVSSSHPLPLKRVIVRKVVESAEHWLDEAQCEAMFDLTTRLILEGQDPFQRQVGHQVLEAYARYHRPEFESFFNKTFVLGLLHQGYHSLDRKDVAILDYIHNGLKLIMSCPSVLDLFSLLQVEVLRMVCERPEPQLCARLSDLLTDFVQCIPKGKLSITFCQQLVRTIGHFQCVSTQERELREYVSQVTKVSNLLQNIWKAEPATLLPSLQEVFASISSTDASFEPSVALASLVQHIPLQMITVLIRSLTTDPNVKDASMTQALCRMIDWLSWPLAQHVDTWVIALLKGLAAV.... Result: 0 (no interaction). (2) The miRNA is hsa-miR-539-3p with sequence AUCAUACAAGGACAAUUUCUUU. The protein sequence of the target gene is MEPAEDSLGATIQPPELVRVPRGRSLRILLGLRGALSPDVRREAAALVALAGPVFLAQLMIFLISIVSSIFCGHLGKVELDAVTLAVSVVNVTGISVGTGLASACDTLMSQSFGGKNLKRVGVILQRGILILLLCCFPCWAIFLNTERLLLLLRQDPDVARLAQVYVMICIPALPAAFLFQLQTRYLQSQGIIMPQVIVGIAANVVNVGMNAFLLYALDLGVVGSAWANTTSQFFLSALLFLYVWWKRIHIHTWGGWTRECFQEWSSYTRLAIPSMFMVCIEWWTFEIGTFLAGLVNVTE.... Result: 0 (no interaction).